From a dataset of Reaction yield outcomes from USPTO patents with 853,638 reactions. Predict the reaction yield, written as a fraction of the theoretical maximum amount of product (1.0 means a 100% yield; for example, 0.34 means a 34% yield). (1) The reactants are C(OC(=O)[NH:7][CH2:8][CH2:9][NH2:10])(C)(C)C.CCN(C(C)C)C(C)C.[Br:21][C:22]1[CH:27]=[CH:26][CH:25]=[CH:24][C:23]=1[S:28](Cl)(=[O:30])=[O:29]. The catalyst is C(Cl)Cl. The product is [NH2:10][CH2:9][CH2:8][NH:7][S:28]([C:23]1[CH:24]=[CH:25][CH:26]=[CH:27][C:22]=1[Br:21])(=[O:30])=[O:29]. The yield is 0.860. (2) The reactants are [CH:1]([C:3]1[CH:4]=[CH:5][C:6]2[O:11][CH:10]([C:12]([F:15])([F:14])[F:13])[C:9]([C:16]([OH:18])=[O:17])=[CH:8][C:7]=2[CH:19]=1)=[O:2].[BH4-].[Na+]. The catalyst is C1COCC1.C(O)C. The product is [OH:2][CH2:1][C:3]1[CH:4]=[CH:5][C:6]2[O:11][CH:10]([C:12]([F:14])([F:15])[F:13])[C:9]([C:16]([OH:18])=[O:17])=[CH:8][C:7]=2[CH:19]=1. The yield is 0.310. (3) The reactants are [CH2:1]([N:8]1[C:12]2=[C:13]([N:20]3[CH2:29][CH2:28][C:27]4[C:22](=[CH:23][CH:24]=[CH:25][CH:26]=4)[CH2:21]3)[N:14]=[C:15]([C:17](O)=[O:18])[CH:16]=[C:11]2[CH:10]=[C:9]1[CH3:30])[C:2]1[CH:7]=[CH:6][CH:5]=[CH:4][CH:3]=1.[CH3:31][N:32]1[CH2:37][CH2:36][NH:35][CH2:34][CH2:33]1. No catalyst specified. The yield is 0.570. The product is [CH2:1]([N:8]1[C:12]2=[C:13]([N:20]3[CH2:29][CH2:28][C:27]4[C:22](=[CH:23][CH:24]=[CH:25][CH:26]=4)[CH2:21]3)[N:14]=[C:15]([C:17]([N:35]3[CH2:36][CH2:37][N:32]([CH3:31])[CH2:33][CH2:34]3)=[O:18])[CH:16]=[C:11]2[CH:10]=[C:9]1[CH3:30])[C:2]1[CH:3]=[CH:4][CH:5]=[CH:6][CH:7]=1. (4) The reactants are [Na:1].[CH3:2][C:3]1[C:4]([CH2:21][S:22]([C:24]2[NH:28][C:27]3[CH:29]=[CH:30][CH:31]=[CH:32][C:26]=3[N:25]=2)=[O:23])=[N:5][CH:6]=[CH:7][C:8]=1[O:9][CH2:10][CH2:11][C:12]1([CH2:18]CC)[O:17][CH2:16][CH2:15][CH2:14][O:13]1.CC1(CCO)OCCCO1. No catalyst specified. The product is [Na:1].[CH3:2][C:3]1[C:4]([CH2:21][S:22]([C:24]2[NH:25][C:26]3[CH:32]=[CH:31][CH:30]=[CH:29][C:27]=3[N:28]=2)=[O:23])=[N:5][CH:6]=[CH:7][C:8]=1[O:9][CH2:10][CH2:11][C:12]1([CH3:18])[O:17][CH2:16][CH2:15][CH2:14][O:13]1. The yield is 0.0250. (5) The reactants are C(N(CC)CC)C.[CH3:8][O:9][C:10](=[O:44])[CH2:11][C:12]1[CH:13]=[N:14][CH:15]=[C:16]([C:18]2[CH:23]=[CH:22][C:21]([C:24]([CH2:42][CH3:43])([C:27]3[CH:32]=[CH:31][C:30](OS(C(F)(F)F)(=O)=O)=[C:29]([CH3:41])[CH:28]=3)[CH2:25][CH3:26])=[CH:20][CH:19]=2)[CH:17]=1.[C:45]([C:47]1([OH:53])[CH2:52][CH2:51][CH2:50][CH2:49][CH2:48]1)#[CH:46]. The catalyst is C(#N)C.[Cu]I. The product is [CH3:8][O:9][C:10](=[O:44])[CH2:11][C:12]1[CH:13]=[N:14][CH:15]=[C:16]([C:18]2[CH:19]=[CH:20][C:21]([C:24]([CH2:42][CH3:43])([C:27]3[CH:32]=[CH:31][C:30]([C:46]#[C:45][C:47]4([OH:53])[CH2:52][CH2:51][CH2:50][CH2:49][CH2:48]4)=[C:29]([CH3:41])[CH:28]=3)[CH2:25][CH3:26])=[CH:22][CH:23]=2)[CH:17]=1. The yield is 0.660. (6) The reactants are [CH3:1][O:2][C:3](=[O:41])[C:4]1[CH:9]=[CH:8][C:7]([NH:10][CH2:11][CH2:12][C:13]2[C:21]3[C:16](=[CH:17][CH:18]=[C:19]([Cl:22])[CH:20]=3)[N:15]([CH:23]([C:30]3[CH:35]=[CH:34][CH:33]=[CH:32][CH:31]=3)[C:24]3[CH:29]=[CH:28][CH:27]=[CH:26][CH:25]=3)[C:14]=2[CH2:36][CH2:37][N:38]=[N+]=[N-])=[CH:6][CH:5]=1.C1C=CC(P(C2C=CC=CC=2)C2C=CC=CC=2)=CC=1.O. The catalyst is C1COCC1.CCOC(C)=O. The product is [CH3:1][O:2][C:3](=[O:41])[C:4]1[CH:5]=[CH:6][C:7]([NH:10][CH2:11][CH2:12][C:13]2[C:21]3[C:16](=[CH:17][CH:18]=[C:19]([Cl:22])[CH:20]=3)[N:15]([CH:23]([C:30]3[CH:31]=[CH:32][CH:33]=[CH:34][CH:35]=3)[C:24]3[CH:29]=[CH:28][CH:27]=[CH:26][CH:25]=3)[C:14]=2[CH2:36][CH2:37][NH2:38])=[CH:8][CH:9]=1. The yield is 0.530. (7) The reactants are Br[C:2]1[N:3]=[C:4]2[C:10]3[CH:11]=[CH:12][CH:13]=[CH:14][C:9]=3[NH:8][C:7]3[N:15]=[CH:16][CH:17]=[CH:18][C:6]=3[N:5]2[C:19]=1[C:20]1[CH:25]=[CH:24][C:23]([C:26]2([NH:30]C(=O)OC(C)(C)C)[CH2:29][CH2:28][CH2:27]2)=[CH:22][CH:21]=1.[OH:38][C:39]1[CH:40]=[C:41](B(O)O)[CH:42]=[CH:43][C:44]=1[CH3:45].[O-]P([O-])([O-])=O.[K+].[K+].[K+]. The catalyst is CN(C=O)C.O.CCOC(C)=O.CC(P(C(C)(C)C)C1C=CC(N(C)C)=CC=1)(C)C.CC(P(C(C)(C)C)C1C=CC(N(C)C)=CC=1)(C)C.Cl[Pd]Cl. The product is [NH2:30][C:26]1([C:23]2[CH:24]=[CH:25][C:20]([C:19]3[N:5]4[C:6]5[CH:18]=[CH:17][CH:16]=[N:15][C:7]=5[NH:8][C:9]5[CH:14]=[CH:13][CH:12]=[CH:11][C:10]=5[C:4]4=[N:3][C:2]=3[C:41]3[CH:42]=[CH:43][C:44]([CH3:45])=[C:39]([OH:38])[CH:40]=3)=[CH:21][CH:22]=2)[CH2:27][CH2:28][CH2:29]1. The yield is 0.0200. (8) The reactants are C[O:2][C:3](=[O:12])[CH2:4][S:5][C:6]1[CH:11]=[CH:10][CH:9]=[CH:8][N:7]=1.[OH-].[Na+]. The catalyst is CO. The product is [N:7]1[CH:8]=[CH:9][CH:10]=[CH:11][C:6]=1[S:5][CH2:4][C:3]([OH:12])=[O:2]. The yield is 0.950. (9) The reactants are [CH2:1]([O:8][C:9]1[CH:14]=[CH:13][C:12]([C@H:15]2[N:18]([C:19]3[CH:24]=[CH:23][C:22]([F:25])=[CH:21][CH:20]=3)[C:17](=[O:26])[C@@H:16]2[CH2:27][CH2:28][C:29]2([C:34]3[CH:39]=[CH:38][C:37]([F:40])=[CH:36][CH:35]=3)OCC[O:30]2)=[CH:11][CH:10]=1)[C:2]1[CH:7]=[CH:6][CH:5]=[CH:4][CH:3]=1.O.C1(C)C=CC(S(O)(=O)=O)=CC=1. The catalyst is CC(C)=O. The product is [CH2:1]([O:8][C:9]1[CH:10]=[CH:11][C:12]([C@H:15]2[N:18]([C:19]3[CH:24]=[CH:23][C:22]([F:25])=[CH:21][CH:20]=3)[C:17](=[O:26])[C@@H:16]2[CH2:27][CH2:28][C:29]([C:34]2[CH:39]=[CH:38][C:37]([F:40])=[CH:36][CH:35]=2)=[O:30])=[CH:13][CH:14]=1)[C:2]1[CH:3]=[CH:4][CH:5]=[CH:6][CH:7]=1. The yield is 0.810. (10) The reactants are Cl.[CH3:2][O:3][C:4]1[CH:16]=[CH:15][C:7]([CH2:8][C@@H:9]([C:11]([O:13][CH3:14])=[O:12])[NH2:10])=[CH:6][CH:5]=1.C(N(CC)CC)C.[F:24][C:25]([F:42])([F:41])[C:26]1[CH:27]=[C:28]([CH:34]=[C:35]([C:37]([F:40])([F:39])[F:38])[CH:36]=1)[CH:29]=[CH:30][C:31](O)=[O:32].CCN=C=NCCCN(C)C.Cl. The catalyst is C(Cl)Cl. The product is [F:24][C:25]([F:41])([F:42])[C:26]1[CH:27]=[C:28]([CH:29]=[CH:30][C:31]([NH:10][C@H:9]([C:11]([O:13][CH3:14])=[O:12])[CH2:8][C:7]2[CH:6]=[CH:5][C:4]([O:3][CH3:2])=[CH:16][CH:15]=2)=[O:32])[CH:34]=[C:35]([C:37]([F:38])([F:39])[F:40])[CH:36]=1. The yield is 0.700.